Dataset: Catalyst prediction with 721,799 reactions and 888 catalyst types from USPTO. Task: Predict which catalyst facilitates the given reaction. (1) Reactant: [N:1]12[CH2:8][CH2:7][CH:4]([CH2:5][CH2:6]1)[CH:3]([O:9][C:10]1[N:11]=[CH:12][C:13]([C:16]3[CH:21]=[CH:20][C:19]([NH:22]C(=O)OCC4C=CC=CC=4)=[CH:18][CH:17]=3)=[N:14][CH:15]=1)[CH2:2]2. Product: [N:1]12[CH2:6][CH2:5][CH:4]([CH2:7][CH2:8]1)[CH:3]([O:9][C:10]1[N:11]=[CH:12][C:13]([C:16]3[CH:21]=[CH:20][C:19]([NH2:22])=[CH:18][CH:17]=3)=[N:14][CH:15]=1)[CH2:2]2. The catalyst class is: 29. (2) Reactant: [CH3:1][O:2][C:3]1[CH:12]=[CH:11][C:6]2[N:7]=[C:8]([NH2:10])[S:9][C:5]=2[CH:4]=1.C[Si](C)(C)[N-][Si](C)(C)C.[Li+].[Cl:23][C:24]1[N:29]=[C:28](Cl)[CH:27]=[C:26]([C:31]([F:34])([F:33])[CH3:32])[N:25]=1.Cl. Product: [Cl:23][C:24]1[N:29]=[C:28]([NH:10][C:8]2[S:9][C:5]3[CH:4]=[C:3]([O:2][CH3:1])[CH:12]=[CH:11][C:6]=3[N:7]=2)[CH:27]=[C:26]([C:31]([F:34])([F:33])[CH3:32])[N:25]=1. The catalyst class is: 30. (3) Reactant: [NH2:1][C:2]1[N:3]=[CH:4][C:5]2[CH2:11][N:10]([C:12]3[CH:13]=[C:14]([CH:18]=[CH:19][CH:20]=3)[C:15](O)=[O:16])[CH2:9][CH2:8][C:6]=2[N:7]=1.C(N(CC)C(C)C)(C)C.CN(C(ON1N=NC2C=CC=CC1=2)=[N+](C)C)C.F[P-](F)(F)(F)(F)F.[CH:54]([C:57]1[CH:63]=[CH:62][C:60]([NH2:61])=[CH:59][CH:58]=1)([CH3:56])[CH3:55].C([O-])([O-])=O.[Na+].[Na+]. Product: [NH2:1][C:2]1[N:3]=[CH:4][C:5]2[CH2:11][N:10]([C:12]3[CH:13]=[C:14]([CH:18]=[CH:19][CH:20]=3)[C:15]([NH:61][C:60]3[CH:62]=[CH:63][C:57]([CH:54]([CH3:56])[CH3:55])=[CH:58][CH:59]=3)=[O:16])[CH2:9][CH2:8][C:6]=2[N:7]=1. The catalyst class is: 18. (4) Reactant: CS(C)=O.C(Cl)(=O)C(Cl)=O.[C:11]([O:15][C:16]([N:18]1[CH2:23][CH:22]=[C:21]([CH2:24][CH2:25][OH:26])[C:20]([CH3:28])([CH3:27])[CH2:19]1)=[O:17])([CH3:14])([CH3:13])[CH3:12].C(N(CC)CC)C.[Cl-].[NH4+]. Product: [C:11]([O:15][C:16]([N:18]1[CH2:23][CH:22]=[C:21]([CH2:24][CH:25]=[O:26])[C:20]([CH3:28])([CH3:27])[CH2:19]1)=[O:17])([CH3:14])([CH3:13])[CH3:12]. The catalyst class is: 4.